The task is: Predict the reactants needed to synthesize the given product.. This data is from Retrosynthesis with 50K atom-mapped reactions and 10 reaction types from USPTO. (1) Given the product CC[C@H](C)CCOS(C)(=O)=O, predict the reactants needed to synthesize it. The reactants are: CC[C@H](C)CCO.CS(=O)(=O)Cl. (2) Given the product COC(=O)c1ccc(NS(=O)(=O)c2cnc(Cl)c(-c3cccc(F)c3)c2)cc1O, predict the reactants needed to synthesize it. The reactants are: COC(=O)c1ccc(NS(=O)(=O)c2cnc(Cl)c(Br)c2)cc1O.OB(O)c1cccc(F)c1. (3) Given the product O=C(Cc1cccs1)Nn1nc(C(F)(F)F)c2ccccc2c1=O, predict the reactants needed to synthesize it. The reactants are: Nn1nc(C(F)(F)F)c2ccccc2c1=O.O=C(Cl)Cc1cccs1. (4) Given the product CN1CCOC(CN2CCNCC2)C1, predict the reactants needed to synthesize it. The reactants are: CN1CCOC(CN2CCN(Cc3ccccc3)CC2)C1. (5) Given the product COCCOc1cc(CC(N)C(C)C)ccc1F, predict the reactants needed to synthesize it. The reactants are: COCCOc1cc(CC(=O)C(C)C)ccc1F.[BH3-]C#N.